The task is: Predict the reaction yield, written as a fraction of the theoretical maximum amount of product (1.0 means a 100% yield; for example, 0.34 means a 34% yield).. This data is from Reaction yield outcomes from USPTO patents with 853,638 reactions. The reactants are C[O:2][C:3](=[O:17])[C:4]1[C:9]([C:10]2[N:15]=[CH:14][CH:13]=[CH:12][N:11]=2)=[CH:8][CH:7]=[CH:6][C:5]=1[F:16].[OH-].[Na+]. No catalyst specified. The product is [F:16][C:5]1[CH:6]=[CH:7][CH:8]=[C:9]([C:10]2[N:11]=[CH:12][CH:13]=[CH:14][N:15]=2)[C:4]=1[C:3]([OH:17])=[O:2]. The yield is 0.880.